From a dataset of CYP2C9 inhibition data for predicting drug metabolism from PubChem BioAssay. Regression/Classification. Given a drug SMILES string, predict its absorption, distribution, metabolism, or excretion properties. Task type varies by dataset: regression for continuous measurements (e.g., permeability, clearance, half-life) or binary classification for categorical outcomes (e.g., BBB penetration, CYP inhibition). Dataset: cyp2c9_veith. (1) The compound is COc1cc(-c2[o+]c3cc(O)cc(O)c3cc2O)cc(O)c1O.O=C(O)c1ccccc1. The result is 0 (non-inhibitor). (2) The compound is COc1cccc(-c2nccc(NCCc3c[nH]c4ccc(OC)cc34)n2)c1. The result is 1 (inhibitor). (3) The compound is CC(C)NC[C@H](O)COc1cccc2[nH]ccc12. The result is 0 (non-inhibitor). (4) The compound is O=C(O)[C@@H](O)[C@@H](O)[C@H](O)[C@H](O)CO. The result is 0 (non-inhibitor).